The task is: Predict the reaction yield, written as a fraction of the theoretical maximum amount of product (1.0 means a 100% yield; for example, 0.34 means a 34% yield).. This data is from Reaction yield outcomes from USPTO patents with 853,638 reactions. (1) The product is [Si:24]([O:12][CH2:11][C:7]1[NH:8][C:9]2[C:5]([CH:6]=1)=[CH:4][C:3]([C:13]#[N:14])=[C:2]([Cl:1])[CH:10]=2)([C:21]([CH3:23])([CH3:22])[CH3:20])([CH3:26])[CH3:25]. The catalyst is CN(C=O)C. The yield is 0.740. The reactants are [Cl:1][C:2]1[CH:10]=[C:9]2[C:5]([CH:6]=[C:7]([CH2:11][OH:12])[NH:8]2)=[CH:4][C:3]=1[C:13]#[N:14].N1C=CN=C1.[CH3:20][C:21]([Si:24](Cl)([CH3:26])[CH3:25])([CH3:23])[CH3:22].CCCCC. (2) The reactants are [CH2:1]([O:3][C:4]1[CH:13]=[C:12]([CH:14]=O)[CH:11]=[C:10]([N+:16]([O-:18])=[O:17])[C:5]=1[C:6]([O:8][CH3:9])=[O:7])[CH3:2].[C:19]1([C:25](=O)[CH2:26][C:27]2[CH:32]=[CH:31][CH:30]=[CH:29][CH:28]=2)[CH:24]=[CH:23][CH:22]=[CH:21][CH:20]=1.[NH2:34][C:35]([NH2:37])=[O:36].Cl. The catalyst is C(O)C. The product is [CH2:1]([O:3][C:4]1[CH:13]=[C:12]([CH:14]2[C:26]([C:27]3[CH:32]=[CH:31][CH:30]=[CH:29][CH:28]=3)=[C:25]([C:19]3[CH:24]=[CH:23][CH:22]=[CH:21][CH:20]=3)[NH:37][C:35](=[O:36])[NH:34]2)[CH:11]=[C:10]([N+:16]([O-:18])=[O:17])[C:5]=1[C:6]([O:8][CH3:9])=[O:7])[CH3:2]. The yield is 0.580.